From a dataset of Catalyst prediction with 721,799 reactions and 888 catalyst types from USPTO. Predict which catalyst facilitates the given reaction. (1) Reactant: Cl.Cl.[F:3][C:4]1[CH:14]=[CH:13][C:12]2=[C:15]3[C:5]=1[O:6][CH2:7][C@H:8]([CH3:34])[N:9]3[C:10]([C@@H:16]([NH:18][C:19]1[N:27]=[CH:26][N:25]=[C:24]3[C:20]=1[N:21]=[CH:22][N:23]3C1CCCCO1)[CH3:17])=[N:11]2. Product: [F:3][C:4]1[CH:14]=[CH:13][C:12]2=[C:15]3[C:5]=1[O:6][CH2:7][C@H:8]([CH3:34])[N:9]3[C:10]([C@@H:16]([NH:18][C:19]1[N:27]=[CH:26][N:25]=[C:24]3[C:20]=1[N:21]=[CH:22][NH:23]3)[CH3:17])=[N:11]2. The catalyst class is: 169. (2) Reactant: C1(P(C2C=CC=CC=2)C2C3OC4C(=CC=CC=4P(C4C=CC=CC=4)C4C=CC=CC=4)C(C)(C)C=3C=CC=2)C=CC=CC=1.[NH2:43][C:44]1[CH:52]=[C:51]2[C:47]([C:48]([CH3:62])([CH3:61])[C:49](=[O:60])[N:50]2[C:53]([O:55][C:56]([CH3:59])([CH3:58])[CH3:57])=[O:54])=[CH:46][CH:45]=1.Br[C:64]1[N:86]=[C:67]2[CH:68]=[CH:69][CH:70]=[C:71]([NH:72][C@H:73]3[CH2:78][CH2:77][CH2:76][N:75]([C:79]([O:81][C:82]([CH3:85])([CH3:84])[CH3:83])=[O:80])[CH2:74]3)[N:66]2[N:65]=1.C(=O)([O-])[O-].[K+].[K+]. Product: [C:82]([O:81][C:79]([N:75]1[CH2:76][CH2:77][CH2:78][C@H:73]([NH:72][C:71]2[N:66]3[N:65]=[C:64]([NH:43][C:44]4[CH:52]=[C:51]5[C:47]([C:48]([CH3:62])([CH3:61])[C:49](=[O:60])[N:50]5[C:53]([O:55][C:56]([CH3:57])([CH3:59])[CH3:58])=[O:54])=[CH:46][CH:45]=4)[N:86]=[C:67]3[CH:68]=[CH:69][CH:70]=2)[CH2:74]1)=[O:80])([CH3:85])([CH3:83])[CH3:84]. The catalyst class is: 62. (3) Reactant: C([CH:3](Br)[C:4](=O)[C:5]([O-:7])=[O:6])C.[Br:10][C:11]1[CH:12]=[CH:13][C:14]([NH2:17])=[N:15][CH:16]=1.Cl[CH2:19][CH2:20]Cl.C(O)C. Product: [CH2:19]([O:7][C:5]([C:4]1[N:17]=[C:14]2[CH:13]=[CH:12][C:11]([Br:10])=[CH:16][N:15]2[CH:3]=1)=[O:6])[CH3:20]. The catalyst class is: 8.